This data is from Full USPTO retrosynthesis dataset with 1.9M reactions from patents (1976-2016). The task is: Predict the reactants needed to synthesize the given product. (1) The reactants are: O[CH2:2][CH2:3][N:4]1[C:9](=[O:10])[C:8]2[C:11]3[CH2:17][CH2:16][N:15]([CH3:18])[CH2:14][C:12]=3[S:13][C:7]=2[N:6]=[CH:5]1.S(Cl)([Cl:21])=O. Given the product [Cl:21][CH2:2][CH2:3][N:4]1[C:9](=[O:10])[C:8]2[C:11]3[CH2:17][CH2:16][N:15]([CH3:18])[CH2:14][C:12]=3[S:13][C:7]=2[N:6]=[CH:5]1, predict the reactants needed to synthesize it. (2) Given the product [CH3:9][O:8][C:6]1[N:7]=[C:2]([N:13]2[CH2:17][CH2:16][CH:15]([OH:18])[CH2:14]2)[CH:3]=[CH:4][C:5]=1[N+:10]([O-:12])=[O:11], predict the reactants needed to synthesize it. The reactants are: Cl[C:2]1[N:7]=[C:6]([O:8][CH3:9])[C:5]([N+:10]([O-:12])=[O:11])=[CH:4][CH:3]=1.[NH:13]1[CH2:17][CH2:16][CH:15]([OH:18])[CH2:14]1. (3) Given the product [Cl:25][C:16]1[C:15]2=[CH:14][C:13]([C:11]3[CH:10]=[CH:9][N:8]=[C:7]([N:4]4[CH2:5][CH2:6][O:1][CH2:2][CH2:3]4)[CH:12]=3)=[CH:21][N:20]2[N:19]=[CH:18][N:17]=1, predict the reactants needed to synthesize it. The reactants are: [O:1]1[CH2:6][CH2:5][N:4]([C:7]2[CH:12]=[C:11]([C:13]3[CH:14]=[C:15]4[N:20]([CH:21]=3)[N:19]=[CH:18][N:17]=[C:16]4O)[CH:10]=[CH:9][N:8]=2)[CH2:3][CH2:2]1.O=P(Cl)(Cl)[Cl:25]. (4) Given the product [CH3:6][N:4]([CH3:5])[CH:3]=[C:12]([N+:9]([O-:11])=[O:10])[C:13]([O:15][CH2:16][CH3:17])=[O:14], predict the reactants needed to synthesize it. The reactants are: CO[CH:3](OC)[N:4]([CH3:6])[CH3:5].[N+:9]([CH2:12][C:13]([O:15][CH2:16][CH3:17])=[O:14])([O-:11])=[O:10]. (5) Given the product [F:31][C:32]1[CH:39]=[CH:38][C:35](/[CH:36]=[CH:2]/[O:3][CH3:4])=[CH:34][C:33]=1[O:40][C:41]1[CH:46]=[CH:45][CH:44]=[CH:43][CH:42]=1, predict the reactants needed to synthesize it. The reactants are: [Cl-].[CH3:2][O:3][CH2:4][P+](C1C=CC=CC=1)(C1C=CC=CC=1)C1C=CC=CC=1.C1([Li])C=CC=CC=1.[F:31][C:32]1[CH:39]=[CH:38][C:35]([CH:36]=O)=[CH:34][C:33]=1[O:40][C:41]1[CH:46]=[CH:45][CH:44]=[CH:43][CH:42]=1. (6) Given the product [C:1]([O:5][C:6]([N:8]1[C@@H:13]([C@@H:14]([OH:35])[C@@H:15]([NH:31][C:32](=[O:34])[CH3:33])[CH2:16][C:17]2[CH:22]=[CH:21][CH:20]=[C:19]([OH:23])[CH:18]=2)[CH2:12][O:11][C@@H:10]([O:36][CH2:37][C:38]2([CH3:43])[CH2:39][CH2:40][CH2:41][CH2:42]2)[CH2:9]1)=[O:7])([CH3:2])([CH3:3])[CH3:4], predict the reactants needed to synthesize it. The reactants are: [C:1]([O:5][C:6]([N:8]1[C@@H:13]([C@@H:14]([OH:35])[C@@H:15]([NH:31][C:32](=[O:34])[CH3:33])[CH2:16][C:17]2[CH:22]=[CH:21][CH:20]=[C:19]([O:23]CC3C=CC=CC=3)[CH:18]=2)[CH2:12][O:11][C@@H:10]([O:36][CH2:37][C:38]2([CH3:43])[CH2:42][CH2:41][CH2:40][CH2:39]2)[CH2:9]1)=[O:7])([CH3:4])([CH3:3])[CH3:2].[H][H].